From a dataset of Full USPTO retrosynthesis dataset with 1.9M reactions from patents (1976-2016). Predict the reactants needed to synthesize the given product. (1) Given the product [OH:8][C:9]1[CH:14]=[CH:13][C:12]([C:15]2[CH:19]=[C:18]([C:20]([NH:22][CH:23]([CH:28]([CH3:30])[CH3:29])[C:24]([O:26][CH3:27])=[O:25])=[O:21])[O:17][N:16]=2)=[CH:11][CH:10]=1, predict the reactants needed to synthesize it. The reactants are: C([O:8][C:9]1[CH:14]=[CH:13][C:12]([C:15]2[CH:19]=[C:18]([C:20]([NH:22][CH:23]([CH:28]([CH3:30])[CH3:29])[C:24]([O:26][CH3:27])=[O:25])=[O:21])[O:17][N:16]=2)=[CH:11][CH:10]=1)C1C=CC=CC=1. (2) Given the product [Br:8][C:6]1[CH:7]=[C:2]([NH:9][CH:10]([C:13]2[CH:18]=[CH:17][CH:16]=[CH:15][CH:14]=2)[CH2:11][OH:12])[CH:3]=[N:4][CH:5]=1, predict the reactants needed to synthesize it. The reactants are: Br[C:2]1[CH:3]=[N:4][CH:5]=[C:6]([Br:8])[CH:7]=1.[NH2:9][CH:10]([C:13]1[CH:18]=[CH:17][CH:16]=[CH:15][CH:14]=1)[CH2:11][OH:12].N1CCC[C@H]1C(O)=O.C(=O)([O-])[O-].[K+].[K+]. (3) Given the product [CH3:1][C:2]1[CH:7]=[CH:6][C:5]([C:8]([CH3:12])([CH3:11])[C:9]([OH:17])=[O:13])=[CH:4][CH:3]=1, predict the reactants needed to synthesize it. The reactants are: [CH3:1][C:2]1[CH:7]=[CH:6][C:5]([C:8]([CH3:12])([CH3:11])[C:9]#N)=[CH:4][CH:3]=1.[OH-:13].[Na+].C(O)C[O:17]CCO.Cl. (4) Given the product [CH3:1][C:2]1([C:7]2([C:10]3[CH:11]=[CH:12][C:13]([C@@:16]4([CH2:22][O:23][S:37]([C:31]5[CH:36]=[CH:35][CH:34]=[CH:33][CH:32]=5)(=[O:39])=[O:38])[O:20][C:19](=[O:21])[NH:18][CH2:17]4)=[CH:14][CH:15]=3)[CH2:9][CH2:8]2)[O:3][CH2:4][CH2:5][O:6]1, predict the reactants needed to synthesize it. The reactants are: [CH3:1][C:2]1([C:7]2([C:10]3[CH:15]=[CH:14][C:13]([C@@:16]4([CH2:22][OH:23])[O:20][C:19](=[O:21])[NH:18][CH2:17]4)=[CH:12][CH:11]=3)[CH2:9][CH2:8]2)[O:6][CH2:5][CH2:4][O:3]1.C(N(CC)CC)C.[C:31]1([S:37](Cl)(=[O:39])=[O:38])[CH:36]=[CH:35][CH:34]=[CH:33][CH:32]=1. (5) Given the product [CH2:1]([O:8][C:9]1[CH:10]=[C:11]([C:15](=[O:19])/[CH:16]=[CH:17]/[CH3:18])[CH:12]=[CH:13][CH:14]=1)[C:2]1[CH:3]=[CH:4][CH:5]=[CH:6][CH:7]=1, predict the reactants needed to synthesize it. The reactants are: [CH2:1]([O:8][C:9]1[CH:10]=[C:11]([CH:15]([OH:19])/[CH:16]=[CH:17]/[CH3:18])[CH:12]=[CH:13][CH:14]=1)[C:2]1[CH:7]=[CH:6][CH:5]=[CH:4][CH:3]=1.CC1(C)N([O])C(C)(C)CCC1.C(O)(=O)C.C(O)(=O)C.IC1C=CC=CC=1. (6) Given the product [NH2:7][C@H:8]([C:11]1[CH:16]=[CH:15][CH:14]=[CH:13][CH:12]=1)[CH2:9][N:22]1[C:18](=[O:28])[C:19]2[C:20](=[CH:24][CH:25]=[CH:26][CH:27]=2)[C:21]1=[O:23], predict the reactants needed to synthesize it. The reactants are: C(OC(=O)[NH:7][C@H:8]([C:11]1[CH:16]=[CH:15][CH:14]=[CH:13][CH:12]=1)[CH2:9]O)(C)(C)C.[C:18]1(=[O:28])[NH:22][C:21](=[O:23])[C:20]2=[CH:24][CH:25]=[CH:26][CH:27]=[C:19]12.C1C=CC(P(C2C=CC=CC=2)C2C=CC=CC=2)=CC=1.CCOC(/N=N/C(OCC)=O)=O.